From a dataset of Reaction yield outcomes from USPTO patents with 853,638 reactions. Predict the reaction yield, written as a fraction of the theoretical maximum amount of product (1.0 means a 100% yield; for example, 0.34 means a 34% yield). (1) The reactants are [O:1]1[C:5]2[CH:6]=[CH:7][C:8]([CH2:10][C:11]#N)=[CH:9][C:4]=2[O:3][CH2:2]1.Br[CH2:14][CH2:15]Cl.[OH-:17].[Na+].[OH2:19]. The catalyst is [Cl-].C([N+](CC)(CC)CC)C1C=CC=CC=1. The product is [O:1]1[C:5]2[CH:6]=[CH:7][C:8]([C:10]3([C:11]([OH:19])=[O:17])[CH2:15][CH2:14]3)=[CH:9][C:4]=2[O:3][CH2:2]1. The yield is 0.800. (2) The reactants are [NH2:1][C:2]1[CH:7]=[C:6]([N+:8]([O-:10])=[O:9])[CH:5]=[CH:4][C:3]=1[OH:11].[C:12]1([CH2:18][C:19](Cl)=O)[CH:17]=[CH:16][CH:15]=[CH:14][CH:13]=1.[OH-].[Na+]. The catalyst is O1CCOCC1. The product is [CH2:18]([C:19]1[O:11][C:3]2[CH:4]=[CH:5][C:6]([N+:8]([O-:10])=[O:9])=[CH:7][C:2]=2[N:1]=1)[C:12]1[CH:17]=[CH:16][CH:15]=[CH:14][CH:13]=1. The yield is 0.330. (3) The reactants are COC1C=CC(C[S:8][CH2:9][C@H:10]([NH:19][C:20]([C:22]2[NH:23][C:24]3[C:29]([CH:30]=2)=[CH:28][CH:27]=[CH:26][C:25]=3[N+:31]([O-:33])=[O:32])=O)[CH2:11][O:12][C:13](=[O:18])[C:14]([CH3:17])([CH3:16])[CH3:15])=CC=1.P(Cl)(Cl)(Cl)(Cl)Cl.C(=O)(O)[O-].[Na+]. The catalyst is ClCCl. The product is [N+:31]([C:25]1[CH:26]=[CH:27][CH:28]=[C:29]2[C:24]=1[NH:23][C:22]([C:20]1[S:8][CH2:9][C@@H:10]([CH2:11][O:12][C:13](=[O:18])[C:14]([CH3:17])([CH3:16])[CH3:15])[N:19]=1)=[CH:30]2)([O-:33])=[O:32]. The yield is 0.690. (4) The reactants are [F:1][C:2]1[CH:7]=[C:6]([S:8][CH3:9])[CH:5]=[CH:4][C:3]=1[C:10]1[N:15]=[CH:14][C:13]([O:16][CH2:17][CH:18]2[CH2:23][CH2:22][N:21]([C:24]([O:26][CH:27]([CH3:29])[CH3:28])=[O:25])[CH2:20][CH2:19]2)=[CH:12][CH:11]=1.OO.[O-:32]S([O-])=O.[Na+].[Na+].CCOC(C)=O.FC(F)(F)[CH:46]([OH:51])[C:47]([F:50])([F:49])[F:48]. No catalyst specified. The product is [C:46]([OH:51])([C:47]([F:50])([F:49])[F:48])=[O:16].[F:1][C:2]1[CH:7]=[C:6]([S:8]([CH3:9])=[O:32])[CH:5]=[CH:4][C:3]=1[C:10]1[N:15]=[CH:14][C:13]([O:16][CH2:17][CH:18]2[CH2:23][CH2:22][N:21]([C:24]([O:26][CH:27]([CH3:29])[CH3:28])=[O:25])[CH2:20][CH2:19]2)=[CH:12][CH:11]=1. The yield is 0.00100.